This data is from NCI-60 drug combinations with 297,098 pairs across 59 cell lines. The task is: Regression. Given two drug SMILES strings and cell line genomic features, predict the synergy score measuring deviation from expected non-interaction effect. (1) Drug 1: CC1C(C(CC(O1)OC2CC(CC3=C2C(=C4C(=C3O)C(=O)C5=C(C4=O)C(=CC=C5)OC)O)(C(=O)CO)O)N)O.Cl. Drug 2: CN(C)N=NC1=C(NC=N1)C(=O)N. Cell line: SNB-75. Synergy scores: CSS=3.66, Synergy_ZIP=-1.61, Synergy_Bliss=-0.631, Synergy_Loewe=-17.0, Synergy_HSA=-0.538. (2) Drug 1: COC1=C(C=C2C(=C1)N=CN=C2NC3=CC(=C(C=C3)F)Cl)OCCCN4CCOCC4. Drug 2: C1=CC(=CC=C1CCC2=CNC3=C2C(=O)NC(=N3)N)C(=O)NC(CCC(=O)O)C(=O)O. Cell line: SNB-19. Synergy scores: CSS=35.3, Synergy_ZIP=-6.44, Synergy_Bliss=-2.40, Synergy_Loewe=-10.6, Synergy_HSA=1.25. (3) Drug 1: CC1CCC2CC(C(=CC=CC=CC(CC(C(=O)C(C(C(=CC(C(=O)CC(OC(=O)C3CCCCN3C(=O)C(=O)C1(O2)O)C(C)CC4CCC(C(C4)OC)OCCO)C)C)O)OC)C)C)C)OC. Drug 2: CC(C)NC(=O)C1=CC=C(C=C1)CNNC.Cl. Cell line: HCT116. Synergy scores: CSS=-1.82, Synergy_ZIP=5.81, Synergy_Bliss=13.6, Synergy_Loewe=3.98, Synergy_HSA=3.14. (4) Drug 1: CCC1=CC2CC(C3=C(CN(C2)C1)C4=CC=CC=C4N3)(C5=C(C=C6C(=C5)C78CCN9C7C(C=CC9)(C(C(C8N6C)(C(=O)OC)O)OC(=O)C)CC)OC)C(=O)OC.C(C(C(=O)O)O)(C(=O)O)O. Drug 2: CCN(CC)CCCC(C)NC1=C2C=C(C=CC2=NC3=C1C=CC(=C3)Cl)OC. Cell line: HCT116. Synergy scores: CSS=63.1, Synergy_ZIP=2.79, Synergy_Bliss=4.07, Synergy_Loewe=-0.743, Synergy_HSA=6.30. (5) Drug 1: C#CCC(CC1=CN=C2C(=N1)C(=NC(=N2)N)N)C3=CC=C(C=C3)C(=O)NC(CCC(=O)O)C(=O)O. Drug 2: C(CCl)NC(=O)N(CCCl)N=O. Cell line: SK-MEL-2. Synergy scores: CSS=17.2, Synergy_ZIP=-0.427, Synergy_Bliss=0.229, Synergy_Loewe=3.58, Synergy_HSA=3.11. (6) Drug 1: CCCS(=O)(=O)NC1=C(C(=C(C=C1)F)C(=O)C2=CNC3=C2C=C(C=N3)C4=CC=C(C=C4)Cl)F. Drug 2: CS(=O)(=O)C1=CC(=C(C=C1)C(=O)NC2=CC(=C(C=C2)Cl)C3=CC=CC=N3)Cl. Cell line: DU-145. Synergy scores: CSS=0.681, Synergy_ZIP=1.71, Synergy_Bliss=2.29, Synergy_Loewe=-2.59, Synergy_HSA=-2.14. (7) Drug 1: CCC1=CC2CC(C3=C(CN(C2)C1)C4=CC=CC=C4N3)(C5=C(C=C6C(=C5)C78CCN9C7C(C=CC9)(C(C(C8N6C)(C(=O)OC)O)OC(=O)C)CC)OC)C(=O)OC.C(C(C(=O)O)O)(C(=O)O)O. Drug 2: C(CC(=O)O)C(=O)CN.Cl. Cell line: T-47D. Synergy scores: CSS=28.7, Synergy_ZIP=-9.60, Synergy_Bliss=-3.95, Synergy_Loewe=-23.9, Synergy_HSA=-2.88. (8) Drug 1: CCC1=CC2CC(C3=C(CN(C2)C1)C4=CC=CC=C4N3)(C5=C(C=C6C(=C5)C78CCN9C7C(C=CC9)(C(C(C8N6C)(C(=O)OC)O)OC(=O)C)CC)OC)C(=O)OC.C(C(C(=O)O)O)(C(=O)O)O. Cell line: HT29. Drug 2: CCC1=C2CN3C(=CC4=C(C3=O)COC(=O)C4(CC)O)C2=NC5=C1C=C(C=C5)O. Synergy scores: CSS=64.4, Synergy_ZIP=-3.74, Synergy_Bliss=-0.245, Synergy_Loewe=-0.798, Synergy_HSA=0.378. (9) Drug 1: CC1=C2C(C(=O)C3(C(CC4C(C3C(C(C2(C)C)(CC1OC(=O)C(C(C5=CC=CC=C5)NC(=O)OC(C)(C)C)O)O)OC(=O)C6=CC=CC=C6)(CO4)OC(=O)C)OC)C)OC. Synergy scores: CSS=34.6, Synergy_ZIP=-7.51, Synergy_Bliss=-8.77, Synergy_Loewe=-21.2, Synergy_HSA=-5.19. Drug 2: CC(CN1CC(=O)NC(=O)C1)N2CC(=O)NC(=O)C2. Cell line: NCIH23. (10) Drug 1: CNC(=O)C1=NC=CC(=C1)OC2=CC=C(C=C2)NC(=O)NC3=CC(=C(C=C3)Cl)C(F)(F)F. Drug 2: CCC1(CC2CC(C3=C(CCN(C2)C1)C4=CC=CC=C4N3)(C5=C(C=C6C(=C5)C78CCN9C7C(C=CC9)(C(C(C8N6C)(C(=O)OC)O)OC(=O)C)CC)OC)C(=O)OC)O.OS(=O)(=O)O. Cell line: HL-60(TB). Synergy scores: CSS=-12.8, Synergy_ZIP=8.84, Synergy_Bliss=2.56, Synergy_Loewe=-12.5, Synergy_HSA=-12.9.